Dataset: Full USPTO retrosynthesis dataset with 1.9M reactions from patents (1976-2016). Task: Predict the reactants needed to synthesize the given product. (1) Given the product [CH2:48]([N:42]([CH2:39][CH2:40][CH3:41])[CH2:43][CH2:44][CH2:45][CH2:46][NH:47][CH2:1][C:3]1[CH:23]=[CH:22][C:6]([CH2:7][N:8]([CH2:16][C:17]2[NH:18][CH:19]=[CH:20][N:21]=2)[C:9]([C:11]2[NH:12][CH:13]=[CH:14][N:15]=2)=[O:10])=[CH:5][CH:4]=1)[CH2:49][CH3:50], predict the reactants needed to synthesize it. The reactants are: [CH:1]([C:3]1[CH:23]=[CH:22][C:6]([CH2:7][N:8]([CH2:16][C:17]2[NH:18][CH:19]=[CH:20][N:21]=2)[C:9]([C:11]2[NH:12][CH:13]=[CH:14][N:15]=2)=[O:10])=[CH:5][CH:4]=1)=O.C[Si](C)(C)CCOCN1C=CN=C1C=O.[CH2:39]([N:42]([CH2:48][CH2:49][CH3:50])[CH2:43][CH2:44][CH2:45][CH2:46][NH2:47])[CH2:40][CH3:41]. (2) Given the product [Br:1][C:2]1[CH:7]=[C:6]([CH3:8])[C:5]([NH:9][C:10](=[O:21])[C:11]2[CH:16]=[CH:15][C:14]([C:23]#[N:24])=[C:13]([N+:18]([O-:20])=[O:19])[CH:12]=2)=[C:4]([CH3:22])[CH:3]=1, predict the reactants needed to synthesize it. The reactants are: [Br:1][C:2]1[CH:7]=[C:6]([CH3:8])[C:5]([NH:9][C:10](=[O:21])[C:11]2[CH:16]=[CH:15][C:14](F)=[C:13]([N+:18]([O-:20])=[O:19])[CH:12]=2)=[C:4]([CH3:22])[CH:3]=1.[C-:23]#[N:24].[Na+].O.C(OCC)(=O)C. (3) Given the product [N:1]1[CH:6]=[CH:5][CH:4]=[CH:3][C:2]=1[NH:7][N:8]=[CH:13][C:14](=[O:15])[CH3:16], predict the reactants needed to synthesize it. The reactants are: [N:1]1[CH:6]=[CH:5][CH:4]=[CH:3][C:2]=1[NH:7][NH2:8].C(O)(=O)C.[CH:13](=O)[C:14]([CH3:16])=[O:15].C([O-])(O)=O.[Na+]. (4) Given the product [OH:28][C:25]([C:24]1[C:19]([O:1][C@H:2]2[CH2:7][N:6]([C:8]([O:10][C:11]([CH3:14])([CH3:13])[CH3:12])=[O:9])[C@H:5]([CH3:15])[CH2:4][CH2:3]2)=[N:20][CH:21]=[CH:22][CH:23]=1)([CH3:27])[CH3:26], predict the reactants needed to synthesize it. The reactants are: [OH:1][C@H:2]1[CH2:7][N:6]([C:8]([O:10][C:11]([CH3:14])([CH3:13])[CH3:12])=[O:9])[C@H:5]([CH3:15])[CH2:4][CH2:3]1.[H-].[Na+].F[C:19]1[C:24]([C:25]([OH:28])([CH3:27])[CH3:26])=[CH:23][CH:22]=[CH:21][N:20]=1.